Dataset: Full USPTO retrosynthesis dataset with 1.9M reactions from patents (1976-2016). Task: Predict the reactants needed to synthesize the given product. (1) Given the product [CH3:13][O:12][C:3]1[CH:4]=[CH:5][C:6]([C:8]([F:11])([F:10])[F:9])=[CH:7][C:2]=1[B:19]([OH:24])[OH:20], predict the reactants needed to synthesize it. The reactants are: Br[C:2]1[CH:7]=[C:6]([C:8]([F:11])([F:10])[F:9])[CH:5]=[CH:4][C:3]=1[O:12][CH3:13].C([Li])CCC.[B:19](OC(C)C)([O:24]C(C)C)[O:20]C(C)C.Cl. (2) Given the product [Cl:2][C:3]1[N:11]=[C:10]2[C:6]([N:7]=[C:8]([C:13]3([OH:19])[CH2:18][CH2:17][CH2:16][N:15]([CH:26]([CH3:28])[CH3:27])[CH2:14]3)[N:9]2[CH3:12])=[C:5]([N:20]2[CH2:21][CH2:22][O:23][CH2:24][CH2:25]2)[N:4]=1, predict the reactants needed to synthesize it. The reactants are: Cl.[Cl:2][C:3]1[N:11]=[C:10]2[C:6]([N:7]=[C:8]([C:13]3([OH:19])[CH2:18][CH2:17][CH2:16][NH:15][CH2:14]3)[N:9]2[CH3:12])=[C:5]([N:20]2[CH2:25][CH2:24][O:23][CH2:22][CH2:21]2)[N:4]=1.[CH:26](I)([CH3:28])[CH3:27].C(=O)([O-])[O-].[Cs+].[Cs+].CCN(C(C)C)C(C)C. (3) Given the product [C:1]([O:5][C:6]([NH:8][CH2:9][CH2:10][CH2:11][C@H:12]([NH:17][C:18]([C:20]1[CH:21]=[CH:22][C:23]([CH:26]([C:27]2[CH:28]=[CH:29][CH:30]=[CH:31][CH:32]=2)[C:33]2[CH:38]=[CH:37][CH:36]=[CH:35][CH:34]=2)=[CH:24][CH:25]=1)=[O:19])[C:13]([OH:15])=[O:14])=[O:7])([CH3:4])([CH3:2])[CH3:3], predict the reactants needed to synthesize it. The reactants are: [C:1]([O:5][C:6]([NH:8][CH2:9][CH2:10][CH2:11][C@H:12]([NH:17][C:18]([C:20]1[CH:25]=[CH:24][C:23]([CH:26]([C:33]2[CH:38]=[CH:37][CH:36]=[CH:35][CH:34]=2)[C:27]2[CH:32]=[CH:31][CH:30]=[CH:29][CH:28]=2)=[CH:22][CH:21]=1)=[O:19])[C:13]([O:15]C)=[O:14])=[O:7])([CH3:4])([CH3:3])[CH3:2].C1COCC1.[OH-].[Na+]. (4) Given the product [CH:6]1([CH2:5][CH:4]([C:11]2[CH:12]=[CH:13][C:14]([C:17]#[C:18][C:19]3[CH:24]=[CH:23][CH:22]=[CH:21][N:20]=3)=[CH:15][CH:16]=2)[C:3]([OH:25])=[O:2])[CH2:10][CH2:9][CH2:8][CH2:7]1, predict the reactants needed to synthesize it. The reactants are: C[O:2][C:3](=[O:25])[CH:4]([C:11]1[CH:16]=[CH:15][C:14]([C:17]#[C:18][C:19]2[CH:24]=[CH:23][CH:22]=[CH:21][N:20]=2)=[CH:13][CH:12]=1)[CH2:5][CH:6]1[CH2:10][CH2:9][CH2:8][CH2:7]1.[OH-].[Li+]. (5) The reactants are: [C:1]([C:5]1[CH:10]=[CH:9][C:8]([C:11](=[O:16])[CH2:12][CH2:13][CH2:14]Cl)=[CH:7][CH:6]=1)([CH3:4])([CH3:3])[CH3:2].[I-].[K+].[C:19]1([C:25]([CH:27]2[CH2:32][CH2:31][NH:30][CH2:29][CH2:28]2)=[O:26])[CH:24]=[CH:23][CH:22]=[CH:21][CH:20]=1.C(=O)([O-])[O-].[K+].[K+]. Given the product [C:25]([CH:27]1[CH2:32][CH2:31][N:30]([CH2:14][CH2:13][CH2:12][C:11]([C:8]2[CH:9]=[CH:10][C:5]([C:1]([CH3:4])([CH3:3])[CH3:2])=[CH:6][CH:7]=2)=[O:16])[CH2:29][CH2:28]1)(=[O:26])[C:19]1[CH:24]=[CH:23][CH:22]=[CH:21][CH:20]=1, predict the reactants needed to synthesize it. (6) Given the product [CH:18]1([NH:17][C:13]2[N:12]=[C:11]([C:10]3[C:9]([C:23]4[CH:28]=[CH:27][C:26]([O:29][CH3:30])=[CH:25][CH:24]=4)=[N:8][N:5]4[CH:6]=[CH:7][C:2]([NH:94][CH:89]([CH3:93])[CH3:90])=[CH:3][C:4]=34)[CH:16]=[CH:15][N:14]=2)[CH2:22][CH2:21][CH2:20][CH2:19]1, predict the reactants needed to synthesize it. The reactants are: Cl[C:2]1[CH:7]=[CH:6][N:5]2[N:8]=[C:9]([C:23]3[CH:28]=[CH:27][C:26]([O:29][CH3:30])=[CH:25][CH:24]=3)[C:10]([C:11]3[CH:16]=[CH:15][N:14]=[C:13]([NH:17][CH:18]4[CH2:22][CH2:21][CH2:20][CH2:19]4)[N:12]=3)=[C:4]2[CH:3]=1.C1(P(C2C=CC=CC=2)C2C=CC3C(=CC=CC=3)C=2C2C3C(=CC=CC=3)C=CC=2P(C2C=CC=CC=2)C2C=CC=CC=2)C=CC=CC=1.C(=O)([O-])[O-].[Cs+].[Cs+].C(OCC)(=O)C.[CH:89]1([NH2:94])[CH2:93]CC[CH2:90]1. (7) Given the product [OH:23][C:22]1([CH2:4][OH:5])[CH2:24][N:12]([C:14]([O:16][C:17]([CH3:20])([CH3:19])[CH3:18])=[O:15])[CH2:21]1, predict the reactants needed to synthesize it. The reactants are: C[N+]1([O-])CC[O:5][CH2:4]C1.C=C1C[N:12]([C:14]([O:16][C:17]([CH3:20])([CH3:19])[CH3:18])=[O:15])C1.[CH3:21][C:22]([CH3:24])=[O:23].